From a dataset of Catalyst prediction with 721,799 reactions and 888 catalyst types from USPTO. Predict which catalyst facilitates the given reaction. (1) Reactant: [Cl:1][C:2]1[CH:7]=[CH:6][C:5]([OH:8])=[CH:4][C:3]=1[N+:9]([O-:11])=[O:10].C(=O)([O-])[O-].[K+].[K+].[CH3:18][O:19][C:20](=[O:23])[CH2:21]Br. Product: [CH3:18][O:19][C:20](=[O:23])[CH2:21][O:8][C:5]1[CH:6]=[CH:7][C:2]([Cl:1])=[C:3]([N+:9]([O-:11])=[O:10])[CH:4]=1. The catalyst class is: 9. (2) Reactant: Cl[C:2]1[C:11]2[C:6](=[CH:7][C:8]([CH2:12][N:13]3[CH:17]=[C:16]([C@@:18]([OH:25])([CH2:23][CH3:24])[C:19]([F:22])([F:21])[F:20])[N:15]=[N:14]3)=[CH:9][CH:10]=2)[N:5]=[C:4]([C:26]([NH2:28])=[O:27])[CH:3]=1.[CH3:29][C:30]1[CH:35]=[CH:34][CH:33]=[CH:32][C:31]=1B(O)O.C([O-])([O-])=O.[Na+].[Na+]. Product: [OH:25][C@@:18]([C:16]1[N:15]=[N:14][N:13]([CH2:12][C:8]2[CH:7]=[C:6]3[C:11]([C:2]([C:31]4[CH:32]=[CH:33][CH:34]=[CH:35][C:30]=4[CH3:29])=[CH:3][C:4]([C:26]([NH2:28])=[O:27])=[N:5]3)=[CH:10][CH:9]=2)[CH:17]=1)([C:19]([F:22])([F:21])[F:20])[CH2:23][CH3:24]. The catalyst class is: 77. (3) Reactant: [F:1][C:2]([F:7])([F:6])[CH2:3][NH:4][NH2:5].[C:8](O)(=[O:15])/[C:9](=[C:11](\[CH:13]=O)/[Cl:12])/[Cl:10]. Product: [F:1][C:2]([F:7])([F:6])[CH2:3][N:4]1[C:8](=[O:15])[C:9]([Cl:10])=[C:11]([Cl:12])[CH:13]=[N:5]1. The catalyst class is: 8. (4) Reactant: [C:1]([NH:4][CH:5]([C:9]#[N:10])[C:6]([O-:8])=[O:7])(=O)[CH3:2].[C:11]1([CH3:17])C=CC=CC=1.COC1C=CC(P2(SP(C3C=CC(OC)=CC=3)(=S)S2)=[S:27])=CC=1.Cl. Product: [CH2:11]([O:8][C:6]([C:5]1[N:4]=[C:1]([CH3:2])[S:27][C:9]=1[NH2:10])=[O:7])[CH3:17]. The catalyst class is: 5.